This data is from Catalyst prediction with 721,799 reactions and 888 catalyst types from USPTO. The task is: Predict which catalyst facilitates the given reaction. (1) Reactant: [CH3:1][Si:2]([C:5]#[CH:6])([CH3:4])[CH3:3].[NH2:7][C:8]1[N:9]=[C:10]([CH3:22])[C:11]2[CH:17]=[C:16](Br)[C:15](=[O:19])[N:14]([CH2:20][CH3:21])[C:12]=2[N:13]=1.C([O-])(O)=O.[Na+]. Product: [NH2:7][C:8]1[N:9]=[C:10]([CH3:22])[C:11]2[CH:17]=[C:16]([C:6]#[C:5][Si:2]([CH3:4])([CH3:3])[CH3:1])[C:15](=[O:19])[N:14]([CH2:20][CH3:21])[C:12]=2[N:13]=1. The catalyst class is: 337. (2) Reactant: [CH3:1][O:2]/[N:3]=[C:4]1\[CH2:5][N:6]([C:11]2[N:16]=[C:15]3[N:17]([CH:25]4[CH2:27][CH2:26]4)[CH:18]=[C:19]([C:22]([OH:24])=[O:23])[C:20](=[O:21])[C:14]3=[CH:13][C:12]=2[F:28])[CH2:7][CH:8]\1[CH2:9][NH2:10].C(Cl)Cl.C(O)C. Product: [CH3:1][O:2]/[N:3]=[C:4]1\[CH2:5][N:6]([C:11]2[N:16]=[C:15]3[N:17]([CH:25]4[CH2:27][CH2:26]4)[CH:18]=[C:19]([C:22]([OH:24])=[O:23])[C:20](=[O:21])[C:14]3=[CH:13][C:12]=2[F:28])[CH2:7][CH:8]\1[CH2:9][NH2:10].[CH:22]([O-:24])=[O:23]. The catalyst class is: 106. (3) Reactant: [C:1]([O:5][C:6]([NH:8][C@@H:9]([CH2:14][C:15]1[CH:20]=[CH:19][C:18]([OH:21])=[CH:17][CH:16]=1)[C:10]([O:12][CH3:13])=[O:11])=[O:7])([CH3:4])([CH3:3])[CH3:2].[C:22](=O)([O-])[O-:23].[K+].[K+].I[CH2:29][CH2:30][CH2:31][CH3:32].CN([CH:36]=[O:37])C. Product: [CH3:22][O:23][CH2:31][CH2:32][C:36](=[O:37])[C:6]([O:5][C:1]([CH3:2])([CH3:4])[CH3:3])=[O:7].[C:1]([O:5][C:6]([NH:8][C@@H:9]([CH2:14][C:15]1[CH:20]=[CH:19][C:18]([O:21][CH2:29][CH2:30][CH2:31][CH3:32])=[CH:17][CH:16]=1)[C:10]([O:12][CH3:13])=[O:11])=[O:7])([CH3:4])([CH3:2])[CH3:3]. The catalyst class is: 13. (4) Reactant: [Br:1][C:2]1[CH:3]=[C:4]([S:8]([NH:11][CH2:12][C:13]2[CH:18]=[CH:17][C:16]([O:19][CH3:20])=[CH:15][CH:14]=2)(=[O:10])=[O:9])[CH:5]=[CH:6][CH:7]=1.[H-].[Na+].[CH3:23]I.O. Product: [Br:1][C:2]1[CH:3]=[C:4]([S:8]([N:11]([CH2:12][C:13]2[CH:18]=[CH:17][C:16]([O:19][CH3:20])=[CH:15][CH:14]=2)[CH3:23])(=[O:9])=[O:10])[CH:5]=[CH:6][CH:7]=1. The catalyst class is: 3.